Dataset: HIV replication inhibition screening data with 41,000+ compounds from the AIDS Antiviral Screen. Task: Binary Classification. Given a drug SMILES string, predict its activity (active/inactive) in a high-throughput screening assay against a specified biological target. (1) The drug is CCCCCCCCCc1cc(=O)c2c(O)cc(O)cc2o1. The result is 0 (inactive). (2) The result is 0 (inactive). The drug is CC1(C=CCCSc2ccccc2)CC(=O)C2CC1C2(C)C.